This data is from Full USPTO retrosynthesis dataset with 1.9M reactions from patents (1976-2016). The task is: Predict the reactants needed to synthesize the given product. (1) Given the product [O:21]=[C:15]1[CH:14]([N:7]2[CH2:6][C:5]3[C:9](=[CH:10][CH:11]=[CH:12][C:4]=3[CH2:3][NH:2][C:22](=[O:31])[C:23]3[CH:28]=[CH:27][C:26]([O:29][CH3:30])=[CH:25][CH:24]=3)[C:8]2=[O:13])[CH2:19][CH2:18][C:17](=[O:20])[NH:16]1, predict the reactants needed to synthesize it. The reactants are: Cl.[NH2:2][CH2:3][C:4]1[CH:12]=[CH:11][CH:10]=[C:9]2[C:5]=1[CH2:6][N:7]([CH:14]1[CH2:19][CH2:18][C:17](=[O:20])[NH:16][C:15]1=[O:21])[C:8]2=[O:13].[C:22](Cl)(=[O:31])[C:23]1[CH:28]=[CH:27][C:26]([O:29][CH3:30])=[CH:25][CH:24]=1.C(N(CC)CC)C. (2) The reactants are: C[O:2][CH:3](OC)[C:4]1[S:8][C:7]([C:9]2[CH:10]=[C:11]3[C:15](=[CH:16][CH:17]=2)[C:14](=[O:18])[N:13]([CH2:19][CH2:20][CH2:21]I)[CH2:12]3)=[CH:6][CH:5]=1.[CH3:25][NH:26][CH3:27].CCOCC. Given the product [CH3:25][N:26]([CH3:27])[CH2:21][CH2:20][CH2:19][N:13]1[CH2:12][C:11]2[C:15](=[CH:16][CH:17]=[C:9]([C:7]3[S:8][C:4]([CH:3]=[O:2])=[CH:5][CH:6]=3)[CH:10]=2)[C:14]1=[O:18], predict the reactants needed to synthesize it. (3) The reactants are: [F:1][C:2]1[C:3]2[CH2:33][NH:32][C:31](=[O:34])[C:4]=2[C:5]([NH:23][C:24]2[CH:25]=[C:26]([CH3:30])[CH:27]=[CH:28][CH:29]=2)=[N:6][C:7]=1[NH:8][C@@H:9]1[CH2:14][CH2:13][CH2:12][CH2:11][C@@H:10]1[NH:15]C(=O)OC(C)(C)C.C(O)(C(F)(F)F)=O. Given the product [NH2:15][C@H:10]1[CH2:11][CH2:12][CH2:13][CH2:14][C@H:9]1[NH:8][C:7]1[N:6]=[C:5]([NH:23][C:24]2[CH:25]=[C:26]([CH3:30])[CH:27]=[CH:28][CH:29]=2)[C:4]2[C:31](=[O:34])[NH:32][CH2:33][C:3]=2[C:2]=1[F:1], predict the reactants needed to synthesize it. (4) Given the product [F:19][C:20]1[CH:21]=[C:22]([C@@H:27]2[N:31]3[C:32](=[O:45])/[C:33](=[CH:8]/[C:7]4[CH:10]=[CH:11][C:12]([N:13]5[CH:17]=[C:16]([CH3:18])[N:15]=[CH:14]5)=[C:5]([O:4][CH3:3])[CH:6]=4)/[CH2:34][CH2:35][CH2:36][C@@H:30]3[CH2:29][CH2:28]2)[CH:23]=[CH:24][C:25]=1[F:26], predict the reactants needed to synthesize it. The reactants are: [OH-].[Li+].[CH3:3][O:4][C:5]1[CH:6]=[C:7]([CH:10]=[CH:11][C:12]=1[N:13]1[CH:17]=[C:16]([CH3:18])[N:15]=[CH:14]1)[CH:8]=O.[F:19][C:20]1[CH:21]=[C:22]([C@@H:27]2[N:31]3[C:32](=[O:45])[CH:33](P(=O)(OCC)OCC)[CH2:34][CH2:35][CH2:36][C@@H:30]3[CH2:29][CH2:28]2)[CH:23]=[CH:24][C:25]=1[F:26]. (5) Given the product [Br:1][C:2]1[CH:3]=[C:4]([F:26])[C:5]2[N:11]([CH2:14][C:15]3[CH:25]=[CH:24][C:18]4[N:19]=[C:20]([S:22][CH3:23])[S:21][C:17]=4[CH:16]=3)[CH:12]=[N:8][C:6]=2[CH:7]=1, predict the reactants needed to synthesize it. The reactants are: [Br:1][C:2]1[CH:7]=[C:6]([N+:8]([O-])=O)[C:5]([N:11]([CH2:14][C:15]2[CH:25]=[CH:24][C:18]3[N:19]=[C:20]([S:22][CH3:23])[S:21][C:17]=3[CH:16]=2)[CH:12]=O)=[C:4]([F:26])[CH:3]=1.CC(O)=O. (6) The reactants are: Cl.[CH3:2][O:3][C:4]([C:6]1[CH:11]=[C:10](Cl)[CH:9]=[CH:8][N:7]=1)=[O:5].[CH3:13][OH:14]. Given the product [CH3:2][O:3][C:4]([C:6]1[CH:11]=[C:10]([O:14][CH3:13])[CH:9]=[CH:8][N:7]=1)=[O:5], predict the reactants needed to synthesize it.